From a dataset of Peptide-MHC class II binding affinity with 134,281 pairs from IEDB. Regression. Given a peptide amino acid sequence and an MHC pseudo amino acid sequence, predict their binding affinity value. This is MHC class II binding data. (1) The peptide sequence is MYLGTCKTLTPLMSS. The MHC is DRB1_1602 with pseudo-sequence DRB1_1602. The binding affinity (normalized) is 0.471. (2) The peptide sequence is AAATAGTTVFGAFAA. The MHC is HLA-DPA10103-DPB10401 with pseudo-sequence HLA-DPA10103-DPB10401. The binding affinity (normalized) is 0.263.